From a dataset of Peptide-MHC class I binding affinity with 185,985 pairs from IEDB/IMGT. Regression. Given a peptide amino acid sequence and an MHC pseudo amino acid sequence, predict their binding affinity value. This is MHC class I binding data. (1) The MHC is HLA-A02:03 with pseudo-sequence HLA-A02:03. The binding affinity (normalized) is 0.287. The peptide sequence is EIDVSEVKTL. (2) The peptide sequence is RLLAPITAYA. The MHC is HLA-A68:02 with pseudo-sequence HLA-A68:02. The binding affinity (normalized) is 0.580. (3) The peptide sequence is RPPRRGDKF. The MHC is HLA-A11:01 with pseudo-sequence HLA-A11:01. The binding affinity (normalized) is 0.0847. (4) The peptide sequence is GEIGIRNWL. The MHC is HLA-A02:06 with pseudo-sequence HLA-A02:06. The binding affinity (normalized) is 0.287. (5) The peptide sequence is ILLNNPNLF. The MHC is HLA-A23:01 with pseudo-sequence HLA-A23:01. The binding affinity (normalized) is 0.441.